Dataset: Catalyst prediction with 721,799 reactions and 888 catalyst types from USPTO. Task: Predict which catalyst facilitates the given reaction. (1) Reactant: C([O:8][C:9](=[O:31])[CH:10]([CH2:27][CH:28]([CH3:30])[CH3:29])[N:11]([CH2:19][C:20]([O:22][C:23]([CH3:26])([CH3:25])[CH3:24])=[O:21])[C:12]([O:14][C:15]([CH3:18])([CH3:17])[CH3:16])=[O:13])C1C=CC=CC=1.[H][H]. Product: [C:23]([O:22][C:20]([CH2:19][N:11]([C:12]([O:14][C:15]([CH3:17])([CH3:16])[CH3:18])=[O:13])[CH:10]([C:9]([OH:31])=[O:8])[CH2:27][CH:28]([CH3:30])[CH3:29])=[O:21])([CH3:24])([CH3:25])[CH3:26]. The catalyst class is: 129. (2) Reactant: C[O:2][CH:3](OC)[CH2:4][N:5]([CH2:11][CH:12]=[CH2:13])[C:6](=[O:10])[O:7][CH2:8][CH3:9]. Product: [O:2]=[CH:3][CH2:4][N:5]([CH2:11][CH:12]=[CH2:13])[C:6](=[O:10])[O:7][CH2:8][CH3:9]. The catalyst class is: 106. (3) Reactant: [Cl:1][C:2]1[CH:3]=[C:4]([C:8]2[CH:9]=[C:10](Cl)[C:11]([C:14]#[N:15])=[N:12][CH:13]=2)[CH:5]=[CH:6][CH:7]=1.C[O-].[Na+].CCCCCC.[C:26](OCC)(=[O:28])C. Product: [Cl:1][C:2]1[CH:3]=[C:4]([C:8]2[CH:9]=[C:10]([O:28][CH3:26])[C:11]([C:14]#[N:15])=[N:12][CH:13]=2)[CH:5]=[CH:6][CH:7]=1. The catalyst class is: 6. (4) Reactant: [N+:1]([C:4]1[CH:9]=[CH:8][C:7]([C:10]2[O:11][CH2:12][CH2:13][N:14]=2)=[CH:6][CH:5]=1)([O-])=O.C(O)C. Product: [O:11]1[CH2:12][CH2:13][N:14]=[C:10]1[C:7]1[CH:8]=[CH:9][C:4]([NH2:1])=[CH:5][CH:6]=1. The catalyst class is: 586. (5) Reactant: [CH2:1]([C:14]([OH:16])=O)[CH2:2][CH2:3][CH2:4][CH2:5][CH2:6][CH2:7][CH2:8][CH2:9][CH2:10]C(O)=O.O[N:18]1C2C=CC=CC=2N=N1.Cl.C(N(CC)CC)C.C[N:36](C)[CH:37]=[O:38]. Product: [CH2:1]([C:14]([NH2:18])=[O:16])[CH2:2][CH2:3][CH2:4][CH2:5][CH2:6][CH2:7][CH2:8][CH2:9][CH2:10][C:37]([NH2:36])=[O:38]. The catalyst class is: 4.